From a dataset of Peptide-MHC class I binding affinity with 185,985 pairs from IEDB/IMGT. Regression. Given a peptide amino acid sequence and an MHC pseudo amino acid sequence, predict their binding affinity value. This is MHC class I binding data. (1) The peptide sequence is TPKIRFWHV. The MHC is HLA-B07:02 with pseudo-sequence HLA-B07:02. The binding affinity (normalized) is 0.0847. (2) The peptide sequence is FLFPDTRGV. The MHC is HLA-A02:06 with pseudo-sequence HLA-A02:06. The binding affinity (normalized) is 0.847. (3) The peptide sequence is SCLENFRAYV. The MHC is HLA-A02:06 with pseudo-sequence HLA-A02:06. The binding affinity (normalized) is 0.530. (4) The peptide sequence is YTCKYPNL. The MHC is H-2-Db with pseudo-sequence H-2-Db. The binding affinity (normalized) is 0. (5) The MHC is Mamu-A01 with pseudo-sequence Mamu-A01. The binding affinity (normalized) is 0. The peptide sequence is AVPTWRIPERL. (6) The peptide sequence is FTIDNIVTSL. The MHC is HLA-A02:03 with pseudo-sequence HLA-A02:03. The binding affinity (normalized) is 0. (7) The peptide sequence is ELCGAFLFY. The MHC is HLA-A31:01 with pseudo-sequence HLA-A31:01. The binding affinity (normalized) is 0.359. (8) The peptide sequence is FLRKRRRFF. The MHC is BoLA-T2b with pseudo-sequence BoLA-T2b. The binding affinity (normalized) is 0.0641. (9) The peptide sequence is CRAPRKKGC. The MHC is HLA-B53:01 with pseudo-sequence HLA-B53:01. The binding affinity (normalized) is 0.